From a dataset of Full USPTO retrosynthesis dataset with 1.9M reactions from patents (1976-2016). Predict the reactants needed to synthesize the given product. (1) Given the product [CH2:17]([NH:18][C:19]([NH2:1])=[O:24])[C:16]1[CH:20]=[CH:21][CH:22]=[CH:23][CH:15]=1, predict the reactants needed to synthesize it. The reactants are: [N:1]12CCCN=C1CCCCC2.Cl.NC[C:15]1[CH:23]=[CH:22][CH:21]=[C:20]2[C:16]=1[C:17](=O)[N:18](C1CCC(=O)NC1=O)[C:19]2=[O:24].C(N=C=O)C1C=CC=CC=1. (2) The reactants are: [OH-].[Na+].[CH2:3]([O:5][CH2:6][CH2:7][O:8][C:9]1[CH:14]=[C:13]([CH2:15][CH2:16][C:17]([O:19]C)=[O:18])[CH:12]=[CH:11][C:10]=1[C:21]1[CH:26]=[CH:25][CH:24]=[C:23]([N:27]([CH3:38])[C:28]([NH:30][CH2:31][CH2:32][CH2:33][CH2:34][CH2:35][CH2:36][CH3:37])=[O:29])[CH:22]=1)[CH3:4]. Given the product [CH2:3]([O:5][CH2:6][CH2:7][O:8][C:9]1[CH:14]=[C:13]([CH2:15][CH2:16][C:17]([OH:19])=[O:18])[CH:12]=[CH:11][C:10]=1[C:21]1[CH:26]=[CH:25][CH:24]=[C:23]([N:27]([CH3:38])[C:28]([NH:30][CH2:31][CH2:32][CH2:33][CH2:34][CH2:35][CH2:36][CH3:37])=[O:29])[CH:22]=1)[CH3:4], predict the reactants needed to synthesize it. (3) Given the product [OH:11][CH2:10][CH2:9][CH2:8][CH2:7][CH2:6][CH2:5][CH2:4][CH2:3][CH2:2][N:28]1[CH2:29][CH2:30][C:24]2([O:23][CH2:22][CH2:21][N:20]([C:18]([C:15]3[CH:14]=[C:13]([CH3:12])[S:17][CH:16]=3)=[O:19])[CH2:25]2)[CH2:26][CH2:27]1, predict the reactants needed to synthesize it. The reactants are: Br[CH2:2][CH2:3][CH2:4][CH2:5][CH2:6][CH2:7][CH2:8][CH2:9][CH2:10][OH:11].[CH3:12][C:13]1[S:17][CH:16]=[C:15]([C:18]([N:20]2[CH2:25][C:24]3([CH2:30][CH2:29][NH:28][CH2:27][CH2:26]3)[O:23][CH2:22][CH2:21]2)=[O:19])[CH:14]=1.C(N(CC)CC)C. (4) Given the product [Cl:1][C:2]1[CH:19]=[CH:18][C:5]2[N:6]([CH2:21][CH2:22][CH3:23])[C:7](=[O:17])[CH2:8][N:9]=[C:10]([C:11]3[CH:16]=[CH:15][CH:14]=[CH:13][CH:12]=3)[C:4]=2[CH:3]=1, predict the reactants needed to synthesize it. The reactants are: [Cl:1][C:2]1[CH:19]=[CH:18][C:5]2[NH:6][C:7](=[O:17])[CH2:8][N:9]=[C:10]([C:11]3[CH:16]=[CH:15][CH:14]=[CH:13][CH:12]=3)[C:4]=2[CH:3]=1.Br[CH2:21][CH2:22][CH3:23]. (5) Given the product [Si:1]([O:8][CH2:9][CH2:10][C:11]1[CH:16]=[CH:15][C:14]([Cl:17])=[CH:13][C:12]=1[C:18]([C:20]1[CH:24]=[C:23]([CH2:25][O:26][Si:27]([CH:28]([CH3:30])[CH3:29])([CH:34]([CH3:36])[CH3:35])[CH:31]([CH3:32])[CH3:33])[S:22][CH:21]=1)=[O:19])([C:4]([CH3:6])([CH3:5])[CH3:7])([CH3:3])[CH3:2], predict the reactants needed to synthesize it. The reactants are: [Si:1]([O:8][CH2:9][CH2:10][C:11]1[CH:16]=[CH:15][C:14]([Cl:17])=[CH:13][C:12]=1[CH:18]([C:20]1[CH:24]=[C:23]([CH2:25][O:26][Si:27]([CH:34]([CH3:36])[CH3:35])([CH:31]([CH3:33])[CH3:32])[CH:28]([CH3:30])[CH3:29])[S:22][CH:21]=1)[OH:19])([C:4]([CH3:7])([CH3:6])[CH3:5])([CH3:3])[CH3:2].